Dataset: Catalyst prediction with 721,799 reactions and 888 catalyst types from USPTO. Task: Predict which catalyst facilitates the given reaction. (1) Reactant: [Cl:1][C:2]1[CH:7]=[CH:6][N:5]=[C:4]2[NH:8][CH:9]=[C:10]([C:11]([OH:13])=O)[C:3]=12.Cl.[NH2:15][CH2:16][C:17]1([OH:25])[CH2:22][CH2:21][C:20]([F:24])([F:23])[CH2:19][CH2:18]1.Cl.CN(C)CCCN=C=NCC.N1(O)C2C=CC=CC=2N=N1.C(N(C(C)C)C(C)C)C. Product: [Cl:1][C:2]1[CH:7]=[CH:6][N:5]=[C:4]2[NH:8][CH:9]=[C:10]([C:11]([NH:15][CH2:16][C:17]3([OH:25])[CH2:18][CH2:19][C:20]([F:24])([F:23])[CH2:21][CH2:22]3)=[O:13])[C:3]=12. The catalyst class is: 3. (2) Reactant: [Cl:1][C:2]1[C:11]2[C:6](=[CH:7][CH:8]=[CH:9][CH:10]=2)[N:5]=[C:4]([CH2:12][Cl:13])[N:3]=1.[CH3:14][O:15][C:16]1[CH:21]=[CH:20][C:19]([NH:22][CH3:23])=[CH:18][CH:17]=1.Cl. The catalyst class is: 41. Product: [ClH:1].[Cl:13][CH2:12][C:4]1[N:3]=[C:2]([N:22]([C:19]2[CH:20]=[CH:21][C:16]([O:15][CH3:14])=[CH:17][CH:18]=2)[CH3:23])[C:11]2[C:6](=[CH:7][CH:8]=[CH:9][CH:10]=2)[N:5]=1. (3) Reactant: [CH2:1]([N:8]1[CH2:13][CH2:12][N:11](C(OC(C)(C)C)=O)[C@H:10]([CH2:21][N:22](CC2C=CC(OC)=CC=2OC)[C:23](=[O:32])[C:24]2[CH:29]=[CH:28][CH:27]=[CH:26][C:25]=2[O:30][CH3:31])[CH2:9]1)[C:2]1[CH:7]=[CH:6][CH:5]=[CH:4][CH:3]=1.C(O)(C(F)(F)F)=O.C(=O)(O)[O-].[Na+].C(=O)([O-])[O-].[K+].[K+]. Product: [CH2:1]([N:8]1[CH2:13][CH2:12][NH:11][C@H:10]([CH2:21][NH:22][C:23](=[O:32])[C:24]2[CH:29]=[CH:28][CH:27]=[CH:26][C:25]=2[O:30][CH3:31])[CH2:9]1)[C:2]1[CH:7]=[CH:6][CH:5]=[CH:4][CH:3]=1. The catalyst class is: 4. (4) Reactant: ClC(Cl)(O[C:5](=[O:11])OC(Cl)(Cl)Cl)Cl.[CH3:13][N:14]1[CH:19]2[CH2:20][CH2:21][CH:15]1[CH2:16][CH:17]([O:22][C:23]1[N:28]=[C:27]([N:29]3[CH2:34][CH2:33][O:32][CH2:31][CH2:30]3)[N:26]=[C:25]([C:35]3[CH:40]=[CH:39][C:38]([NH2:41])=[CH:37][CH:36]=3)[N:24]=1)[CH2:18]2.[NH2:42][C:43]1[CH:51]=[CH:50][C:46]([C:47]([NH2:49])=[O:48])=[CH:45][CH:44]=1.CCN(CC)CC. Product: [CH3:13][N:14]1[CH:15]2[CH2:21][CH2:20][CH:19]1[CH2:18][CH:17]([O:22][C:23]1[N:28]=[C:27]([N:29]3[CH2:30][CH2:31][O:32][CH2:33][CH2:34]3)[N:26]=[C:25]([C:35]3[CH:36]=[CH:37][C:38]([NH:41][C:5](=[O:11])[NH:42][C:43]4[CH:51]=[CH:50][C:46]([C:47]([NH2:49])=[O:48])=[CH:45][CH:44]=4)=[CH:39][CH:40]=3)[N:24]=1)[CH2:16]2. The catalyst class is: 2. (5) Reactant: [CH3:1][C:2]1([CH3:12])[CH2:7][CH2:6][C:5]([CH3:9])([CH3:8])[C:4]([CH:10]=[O:11])=[CH:3]1.[BH4-].[Na+].O. Product: [CH3:1][C:2]1([CH3:12])[CH2:7][CH2:6][C:5]([CH3:8])([CH3:9])[C:4]([CH2:10][OH:11])=[CH:3]1. The catalyst class is: 5. (6) Reactant: [C:1]([C:7]1[CH:8]=[C:9]([CH:12]=[CH:13][CH:14]=1)[CH2:10][OH:11])(=[O:6])[C:2]([CH3:5])([CH3:4])[CH3:3].[OH-].[K+].[O-:17][Mn](=O)(=O)=O.[K+]. Product: [C:1]([C:7]1[CH:8]=[C:9]([CH:12]=[CH:13][CH:14]=1)[C:10]([OH:17])=[O:11])(=[O:6])[C:2]([CH3:5])([CH3:4])[CH3:3]. The catalyst class is: 38.